Dataset: Catalyst prediction with 721,799 reactions and 888 catalyst types from USPTO. Task: Predict which catalyst facilitates the given reaction. (1) Reactant: [Br:1][C:2]1[CH:7]=[CH:6][C:5]([F:8])=[CH:4][C:3]=1[OH:9].C(=O)([O-])[O-].[K+].[K+].I[CH2:17][CH3:18]. Product: [Br:1][C:2]1[CH:7]=[CH:6][C:5]([F:8])=[CH:4][C:3]=1[O:9][CH2:17][CH3:18]. The catalyst class is: 3. (2) Reactant: [CH3:1][C:2]1[CH:11]=[C:10]([C:12]([F:15])([F:14])[F:13])[C:9]2[C:4](=[CH:5][CH:6]=[C:7]([OH:16])[CH:8]=2)[N:3]=1.[C:17]([C@@H:21]1[CH2:26][CH2:25][C@H:24](O)[CH2:23][CH2:22]1)([CH3:20])([CH3:19])[CH3:18].C1(P(C2C=CC=CC=2)C2C=CC=CC=2)C=CC=CC=1.N(C(OC(C)C)=O)=NC(OC(C)C)=O. Product: [C:17]([C@H:21]1[CH2:26][CH2:25][C@H:24]([O:16][C:7]2[CH:8]=[C:9]3[C:4](=[CH:5][CH:6]=2)[N:3]=[C:2]([CH3:1])[CH:11]=[C:10]3[C:12]([F:13])([F:15])[F:14])[CH2:23][CH2:22]1)([CH3:20])([CH3:19])[CH3:18]. The catalyst class is: 247. (3) Reactant: CS(O[CH2:6][CH2:7][CH2:8][O:9][C:10]1[CH:15]=[C:14]([F:16])[C:13]([CH2:17][S:18][C:19]2[N:20]([C:36]3[CH:41]=[CH:40][C:39]([F:42])=[CH:38][CH:37]=3)[C:21]([C:24]([C:27]3[CH:32]=[CH:31][C:30]([F:33])=[C:29]([O:34][CH3:35])[CH:28]=3)([CH3:26])[CH3:25])=[CH:22][N:23]=2)=[C:12]([Cl:43])[CH:11]=1)(=O)=O.[N-:44]=[N+:45]=[N-:46].[Na+]. Product: [N:44]([CH2:6][CH2:7][CH2:8][O:9][C:10]1[CH:15]=[C:14]([F:16])[C:13]([CH2:17][S:18][C:19]2[N:20]([C:36]3[CH:37]=[CH:38][C:39]([F:42])=[CH:40][CH:41]=3)[C:21]([C:24]([C:27]3[CH:32]=[CH:31][C:30]([F:33])=[C:29]([O:34][CH3:35])[CH:28]=3)([CH3:26])[CH3:25])=[CH:22][N:23]=2)=[C:12]([Cl:43])[CH:11]=1)=[N+:45]=[N-:46]. The catalyst class is: 3. (4) Reactant: Cl[C:2]1[N:7]=[C:6]([O:8][CH3:9])[C:5]([C@@:10]2([CH3:17])[CH2:15][CH2:14]C[NH:12][C:11]2=[O:16])=[CH:4][CH:3]=1.[CH3:18][C:19]1[CH:28]=[CH:27][CH:26]=[C:25]2[C:20]=1[CH:21]=[C:22](B1OC(C)(C)C(C)(C)O1)[CH:23]=[N:24]2.C([O-])([O-])=O.[Na+].[Na+].O1CCOCC1. Product: [CH3:9][O:8][C:6]1[C:5]([C@@:10]2([CH3:17])[CH2:15][CH2:14][NH:12][C:11]2=[O:16])=[CH:4][CH:3]=[C:2]([C:22]2[CH:23]=[N:24][C:25]3[C:20]([CH:21]=2)=[C:19]([CH3:18])[CH:28]=[CH:27][CH:26]=3)[N:7]=1. The catalyst class is: 587. (5) Reactant: [CH2:1]([O:8][C:9]1[CH:18]=[C:17]2[C:12]([C:13](Cl)=[C:14]([C:19]#[N:20])[CH:15]=[N:16]2)=[CH:11][C:10]=1[O:22][CH3:23])[C:2]1[CH:7]=[CH:6][CH:5]=[CH:4][CH:3]=1.CS(C)=O.[C:28]([CH2:30][C:31]([O:33][C:34]([CH3:37])([CH3:36])[CH3:35])=[O:32])#[N:29].O. Product: [CH2:1]([O:8][C:9]1[CH:18]=[C:17]2[C:12]([C:13]([CH:30]([C:28]#[N:29])[C:31]([O:33][C:34]([CH3:37])([CH3:36])[CH3:35])=[O:32])=[C:14]([C:19]#[N:20])[CH:15]=[N:16]2)=[CH:11][C:10]=1[O:22][CH3:23])[C:2]1[CH:7]=[CH:6][CH:5]=[CH:4][CH:3]=1. The catalyst class is: 52. (6) Reactant: [CH2:1]([NH:8][C:9]([C:11]1[S:15][C:14]([C:16]2[CH:21]=[N:20][CH:19]=[C:18](/[CH:22]=[CH:23]/[C:24]3[CH:29]=[CH:28][CH:27]=[CH:26][CH:25]=3)[N:17]=2)=[N:13][C:12]=1[CH3:30])=[O:10])[C:2]1[CH:7]=[CH:6][CH:5]=[CH:4][CH:3]=1. Product: [CH2:1]([NH:8][C:9]([C:11]1[S:15][C:14]([C:16]2[CH:21]=[N:20][CH:19]=[C:18]([CH2:22][CH2:23][C:24]3[CH:29]=[CH:28][CH:27]=[CH:26][CH:25]=3)[N:17]=2)=[N:13][C:12]=1[CH3:30])=[O:10])[C:2]1[CH:3]=[CH:4][CH:5]=[CH:6][CH:7]=1. The catalyst class is: 78.